From a dataset of Reaction yield outcomes from USPTO patents with 853,638 reactions. Predict the reaction yield, written as a fraction of the theoretical maximum amount of product (1.0 means a 100% yield; for example, 0.34 means a 34% yield). (1) The reactants are [C:1]([C:4]1[N:9]=[N:8][C:7]([N:10]([CH2:18][C:19]2([C:23]3[C:28]([F:29])=[CH:27][CH:26]=[CH:25][N:24]=3)[CH2:22][CH2:21][CH2:20]2)[C:11](=[O:17])[O:12][C:13]([CH3:16])([CH3:15])[CH3:14])=[CH:6][CH:5]=1)(=O)[CH3:2].CC[O-].[Na+].[C:34](OCC)(=O)[C:35]([O:37][CH2:38][CH3:39])=[O:36].Cl.[NH2:45][NH2:46]. The catalyst is C1COCC1. The product is [C:13]([O:12][C:11]([N:10]([CH2:18][C:19]1([C:23]2[C:28]([F:29])=[CH:27][CH:26]=[CH:25][N:24]=2)[CH2:22][CH2:21][CH2:20]1)[C:7]1[N:8]=[N:9][C:4]([C:1]2[NH:46][N:45]=[C:34]([C:35]([O:37][CH2:38][CH3:39])=[O:36])[CH:2]=2)=[CH:5][CH:6]=1)=[O:17])([CH3:15])([CH3:16])[CH3:14]. The yield is 0.620. (2) The reactants are Br[C:2]1[CH:7]=[CH:6][C:5]([C:8]2[NH:12][N:11]=[N:10][N:9]=2)=[CH:4][CH:3]=1.[CH3:13][O:14][C:15]1[CH:20]=[CH:19][CH:18]=[CH:17][C:16]=1[C:21]1[C:29]2[C:24](=[N:25][CH:26]=[C:27](B3OC(C)(C)C(C)(C)O3)[CH:28]=2)[N:23](COCC[Si](C)(C)C)[N:22]=1. The catalyst is O1CCCC1.C(#N)C. The product is [CH3:13][O:14][C:15]1[CH:20]=[CH:19][CH:18]=[CH:17][C:16]=1[C:21]1[C:29]2[C:24](=[N:25][CH:26]=[C:27]([C:2]3[CH:7]=[CH:6][C:5]([C:8]4[NH:12][N:11]=[N:10][N:9]=4)=[CH:4][CH:3]=3)[CH:28]=2)[NH:23][N:22]=1. The yield is 0.0500.